This data is from Reaction yield outcomes from USPTO patents with 853,638 reactions. The task is: Predict the reaction yield, written as a fraction of the theoretical maximum amount of product (1.0 means a 100% yield; for example, 0.34 means a 34% yield). The reactants are Cl.[NH:2]1[C:10]2[C:5](=[CH:6][CH:7]=[CH:8][CH:9]=2)[C:4]([CH2:11][CH2:12][NH:13][CH:14]2[C:22]3[C:17](=[CH:18][C:19]([C:23]([O:25][CH2:26][CH3:27])=[O:24])=[CH:20][CH:21]=3)[CH2:16][CH2:15]2)=[CH:3]1.[CH2:28]([N:30]=[C:31]=[O:32])[CH3:29].CCN(CC)CC. The catalyst is C(Cl)Cl. The product is [CH2:28]([NH:30][C:31]([N:13]([CH2:12][CH2:11][C:4]1[C:5]2[C:10](=[CH:9][CH:8]=[CH:7][CH:6]=2)[NH:2][CH:3]=1)[CH:14]1[C:22]2[C:17](=[CH:18][C:19]([C:23]([O:25][CH2:26][CH3:27])=[O:24])=[CH:20][CH:21]=2)[CH2:16][CH2:15]1)=[O:32])[CH3:29]. The yield is 0.980.